This data is from Full USPTO retrosynthesis dataset with 1.9M reactions from patents (1976-2016). The task is: Predict the reactants needed to synthesize the given product. (1) Given the product [O:1]([CH2:8][CH:9]1[CH2:25][N:13]2[CH2:14][CH2:15][N:16]([C:18]3[CH:23]=[CH:22][N:21]=[CH:20][N:19]=3)[CH2:17][CH:12]2[CH2:11][CH2:10]1)[C:2]1[CH:7]=[CH:6][CH:5]=[CH:4][CH:3]=1, predict the reactants needed to synthesize it. The reactants are: [O:1]([CH2:8][CH:9]1[CH2:25][N:13]2[CH2:14][CH2:15][N:16]([C:18]3[CH:23]=[CH:22][N:21]=[C:20](Cl)[N:19]=3)[CH2:17][CH:12]2[CH2:11][CH2:10]1)[C:2]1[CH:7]=[CH:6][CH:5]=[CH:4][CH:3]=1.[H][H]. (2) Given the product [Cl:1][C:2]1[CH:3]=[C:4]([C:8]2[N:16]=[C:15]([CH2:17][C:18]([OH:35])=[O:19])[N:14]=[C:13]3[C:9]=2[N:10]([CH2:27][C@H:28]2[CH2:29][CH2:30][C@H:31]([CH3:34])[CH2:32][CH2:33]2)[C:11]([N:20]2[CH2:25][CH2:24][O:23][CH2:22][C@H:21]2[CH3:26])=[N:12]3)[CH:5]=[CH:6][CH:7]=1, predict the reactants needed to synthesize it. The reactants are: [Cl:1][C:2]1[CH:3]=[C:4]([C:8]2[N:16]=[C:15]([CH2:17][CH:18]=[O:19])[N:14]=[C:13]3[C:9]=2[N:10]([CH2:27][C@H:28]2[CH2:33][CH2:32][C@H:31]([CH3:34])[CH2:30][CH2:29]2)[C:11]([N:20]2[CH2:25][CH2:24][O:23][CH2:22][C@H:21]2[CH3:26])=[N:12]3)[CH:5]=[CH:6][CH:7]=1.[OH:35]P([O-])(O)=O.[K+].CC(=CC)C.[O-]Cl=O.[Na+].